Predict the reaction yield, written as a fraction of the theoretical maximum amount of product (1.0 means a 100% yield; for example, 0.34 means a 34% yield). From a dataset of Reaction yield outcomes from USPTO patents with 853,638 reactions. The reactants are C1([Li])C=CC=CC=1.[Cl-].[C:9]1([CH2:14][P+](C2C=CC=CC=2)(C2C=CC=CC=2)C2C=CC=CC=2)[S:13][CH:12]=[CH:11][CH:10]=1.[CH2:34]([N:38]([CH2:51][CH2:52][CH2:53][CH3:54])[C:39]1[CH:44]=[CH:43][C:42]([CH:45]=[CH:46][CH:47]=O)=[C:41]([O:49][CH3:50])[CH:40]=1)[CH2:35][CH2:36][CH3:37].O. The catalyst is O1CCCC1.C(OCC)(=O)C. The product is [CH2:34]([N:38]([CH2:51][CH2:52][CH2:53][CH3:54])[C:39]1[CH:44]=[CH:43][C:42]([CH:45]=[CH:46][CH:47]=[CH:14][C:9]2[S:13][CH:12]=[CH:11][CH:10]=2)=[C:41]([O:49][CH3:50])[CH:40]=1)[CH2:35][CH2:36][CH3:37]. The yield is 0.720.